From a dataset of Full USPTO retrosynthesis dataset with 1.9M reactions from patents (1976-2016). Predict the reactants needed to synthesize the given product. (1) Given the product [CH2:21]([C:25]1[CH:26]=[C:27]2[C:32](=[C:33]([O:14][CH:11]3[CH2:10][CH2:9][NH:8][CH2:13][CH2:12]3)[CH:34]=1)[N:31]=[CH:30][CH:29]=[CH:28]2)[CH2:22][CH2:23][CH3:24], predict the reactants needed to synthesize it. The reactants are: C([N:8]1[CH2:13][CH2:12][CH:11]([OH:14])[CH2:10][CH2:9]1)(OC(C)(C)C)=O.[Na].[O-]CCCC.[CH2:21]([C:25]1[CH:26]=[C:27]2[C:32](=[C:33](F)[CH:34]=1)[N:31]=[CH:30][CH:29]=[CH:28]2)[CH2:22][CH2:23][CH3:24].[Na].C(N1CCC(O)CC1)(OC(C)(C)C)=O.[Cl-].[NH4+].Cl.C(O)(C)C. (2) Given the product [F:24][C:18]1[CH:19]=[C:20]([CH3:23])[CH:21]=[CH:22][C:17]=1[NH:16][C:5]1[C:4]2[C:9](=[CH:10][C:11]([O:12][CH3:13])=[C:2]([C:28]3[CH:29]=[CH:30][N:25]=[CH:26][CH:27]=3)[CH:3]=2)[N:8]=[N:7][C:6]=1[C:14]#[N:15], predict the reactants needed to synthesize it. The reactants are: Br[C:2]1[CH:3]=[C:4]2[C:9](=[CH:10][C:11]=1[O:12][CH3:13])[N:8]=[N:7][C:6]([C:14]#[N:15])=[C:5]2[NH:16][C:17]1[CH:22]=[CH:21][C:20]([CH3:23])=[CH:19][C:18]=1[F:24].[N:25]1[CH:30]=[CH:29][C:28](B(O)O)=[CH:27][CH:26]=1.C([O-])([O-])=O.[K+].[K+]. (3) Given the product [CH3:20][N:21]([CH:23]=[C:1]1[C:5]2=[C:6]3[C:11](=[CH:12][CH:13]=[C:4]2[NH:3][C:2]1=[O:14])[N:10]=[CH:9][CH:8]=[CH:7]3)[CH3:22], predict the reactants needed to synthesize it. The reactants are: [CH2:1]1[C:5]2=[C:6]3[C:11](=[CH:12][CH:13]=[C:4]2[NH:3][C:2]1=[O:14])[N:10]=[CH:9][CH:8]=[CH:7]3.C(O[CH:20](OC(C)(C)C)[N:21]([CH3:23])[CH3:22])(C)(C)C.C(OCC)(=O)C. (4) Given the product [CH3:45][O:46][C:47]1[CH:52]=[C:51]([O:53][CH3:54])[CH:50]=[CH:49][C:48]=1[S:55]([N:14]1[C:15]2[C:11](=[CH:10][C:9]([O:8][CH3:7])=[CH:17][CH:16]=2)[C:12]([O:29][C:30]([N:32]2[CH2:37][CH2:36][N:35]([CH:66]3[CH2:65][CH2:64][N:73]([CH3:2])[CH2:62][CH2:67]3)[CH2:34][CH2:33]2)=[O:31])([C:19]2[CH:24]=[CH:23][CH:22]=[CH:21][C:20]=2[O:25][CH2:26][CH2:27][CH3:28])[C:13]1=[O:18])(=[O:57])=[O:56], predict the reactants needed to synthesize it. The reactants are: [K].[C:2]([O-])(C)(C)C.[CH3:7][O:8][C:9]1[CH:10]=[C:11]2[C:15](=[CH:16][CH:17]=1)[NH:14][C:13](=[O:18])[C:12]2([O:29][C:30]([N:32]1[CH2:37][CH2:36][N:35](N2CCC(C)CC2)[CH2:34][CH2:33]1)=[O:31])[C:19]1[CH:24]=[CH:23][CH:22]=[CH:21][C:20]=1[O:25][CH2:26][CH2:27][CH3:28].[CH3:45][O:46][C:47]1[CH:52]=[C:51]([O:53][CH3:54])[CH:50]=[CH:49][C:48]=1[S:55](Cl)(=[O:57])=[O:56].[OH-].[Na+].Cl.[C:62]1([NH2:73])[C:67](F)=[C:66](F)[C:65](F)=[C:64](N)C=1F.Cl.Cl. (5) Given the product [CH:24]1[C:33]2[C:28](=[CH:29][CH:30]=[CH:31][CH:32]=2)[CH:27]=[CH:26][C:25]=1[S:34]([N:3]1[CH2:8][CH2:7][CH:6]([CH2:9][CH2:10][CH2:11][CH2:12][NH:13][C:14](=[O:23])[CH:15]=[CH:16][C:17]2[CH:18]=[N:19][CH:20]=[CH:21][CH:22]=2)[CH2:5][CH2:4]1)(=[O:35])=[O:36], predict the reactants needed to synthesize it. The reactants are: Cl.Cl.[NH:3]1[CH2:8][CH2:7][CH:6]([CH2:9][CH2:10][CH2:11][CH2:12][NH:13][C:14](=[O:23])[CH:15]=[CH:16][C:17]2[CH:18]=[N:19][CH:20]=[CH:21][CH:22]=2)[CH2:5][CH2:4]1.[CH:24]1[C:33]2[C:28](=[CH:29][CH:30]=[CH:31][CH:32]=2)[CH:27]=[CH:26][C:25]=1[S:34](Cl)(=[O:36])=[O:35]. (6) Given the product [C:39]1([C:31]2[NH:32][C:33]3[C:38]([C:30]=2[CH2:29][CH2:28][N:25]2[CH2:24][CH2:23][CH:22]([C:20]([NH:10][C:8]([NH:7][CH2:6][C:5]4[CH:11]=[C:12]([O:16][CH3:17])[C:13]([O:14][CH3:15])=[C:3]([O:2][CH3:1])[CH:4]=4)=[O:9])=[O:19])[CH2:27][CH2:26]2)=[CH:37][CH:36]=[CH:35][CH:34]=3)[CH:40]=[CH:41][CH:42]=[CH:43][CH:44]=1, predict the reactants needed to synthesize it. The reactants are: [CH3:1][O:2][C:3]1[CH:4]=[C:5]([CH:11]=[C:12]([O:16][CH3:17])[C:13]=1[O:14][CH3:15])[CH2:6][NH:7][C:8]([NH2:10])=[O:9].C[O:19][C:20]([CH:22]1[CH2:27][CH2:26][N:25]([CH2:28][CH2:29][C:30]2[C:38]3[C:33](=[CH:34][CH:35]=[CH:36][CH:37]=3)[NH:32][C:31]=2[C:39]2[CH:44]=[CH:43][CH:42]=[CH:41][CH:40]=2)[CH2:24][CH2:23]1)=O.C[O-].[Na+]. (7) Given the product [Cl:23][C:11]1[C:12]2[C:17](=[CH:16][CH:15]=[C:14]([O:18][CH3:19])[CH:13]=2)[C:8]([C:5]2[CH:6]=[CH:7][C:2]([F:1])=[CH:3][CH:4]=2)=[N:9][N:10]=1, predict the reactants needed to synthesize it. The reactants are: [F:1][C:2]1[CH:7]=[CH:6][C:5]([C:8]2[C:17]3[C:12](=[CH:13][C:14]([O:18][CH3:19])=[CH:15][CH:16]=3)[C:11](=O)[NH:10][N:9]=2)=[CH:4][CH:3]=1.P(Cl)(Cl)([Cl:23])=O. (8) Given the product [Cl:1][C:2]1[C:3]([O:12][C:13]2[CH:18]=[C:17]([O:19][CH2:20][CH2:21][C:22]3([CH3:27])[O:26][CH2:25][CH2:24][O:23]3)[CH:16]=[CH:15][C:14]=2/[CH:28]=[CH:29]/[C:30]([OH:32])=[O:31])=[N:4][CH:5]=[C:6]([C:8]([F:10])([F:9])[F:11])[CH:7]=1, predict the reactants needed to synthesize it. The reactants are: [Cl:1][C:2]1[C:3]([O:12][C:13]2[CH:18]=[C:17]([O:19][CH2:20][CH2:21][C:22]3([CH3:27])[O:26][CH2:25][CH2:24][O:23]3)[CH:16]=[CH:15][C:14]=2/[CH:28]=[CH:29]/[C:30]([O:32]CC)=[O:31])=[N:4][CH:5]=[C:6]([C:8]([F:11])([F:10])[F:9])[CH:7]=1.O1CCCC1.[OH-].[Na+].Cl. (9) The reactants are: [CH3:1][C:2]([CH3:5])([O-])[CH3:3].[K+].[Cl:7][C:8]1[CH:13]=[C:12]([NH2:14])[C:11]([I:15])=[CH:10][N:9]=1.BrCC(C)=C. Given the product [Cl:7][C:8]1[CH:13]=[C:12]([NH:14][CH2:1][C:2]([CH3:5])=[CH2:3])[C:11]([I:15])=[CH:10][N:9]=1, predict the reactants needed to synthesize it.